This data is from Full USPTO retrosynthesis dataset with 1.9M reactions from patents (1976-2016). The task is: Predict the reactants needed to synthesize the given product. Given the product [CH3:1][N:2]([CH3:17])[C:3]([C@@H:5]1[CH2:9][CH2:8][CH2:7][N:6]1[C:10]1[CH:11]=[CH:12][C:13]([NH:16][C:26]([NH2:27])=[NH:25])=[CH:14][CH:15]=1)=[O:4], predict the reactants needed to synthesize it. The reactants are: [CH3:1][N:2]([CH3:17])[C:3]([C@@H:5]1[CH2:9][CH2:8][CH2:7][N:6]1[C:10]1[CH:15]=[CH:14][C:13]([NH2:16])=[CH:12][CH:11]=1)=[O:4].Cl.O1CCOCC1.[N:25]#[C:26][NH2:27].